Predict the product of the given reaction. From a dataset of Forward reaction prediction with 1.9M reactions from USPTO patents (1976-2016). The product is: [O-:16][N+:17]1[C:22]2[CH:23]=[C:24]3[C:28](=[CH:29][C:21]=2[N+:20]([O-:4])=[C:19]([NH:30][CH2:31][CH2:32][N:33]([CH2:34][CH2:35][CH3:36])[CH2:37][CH2:38][CH3:39])[N:18]=1)[CH2:27][CH2:26][CH2:25]3. Given the reactants OO.C(OC(C(F)(F)F)=O)(C(F)(F)F)=[O:4].[O-:16][N+:17]1[C:22]2[CH:23]=[C:24]3[C:28](=[CH:29][C:21]=2[N:20]=[C:19]([NH:30][CH2:31][CH2:32][N:33]([CH2:37][CH2:38][CH3:39])[CH2:34][CH2:35][CH3:36])[N:18]=1)[CH2:27][CH2:26][CH2:25]3.C(O)(C(F)(F)F)=O, predict the reaction product.